Dataset: Forward reaction prediction with 1.9M reactions from USPTO patents (1976-2016). Task: Predict the product of the given reaction. Given the reactants [O:1]=[C:2]1[N:8]2[CH2:9][C@@H:4]([CH2:5][CH2:6][C@H:7]2[C:10]([NH:12][N:13]2[CH2:18][CH2:17][N:16](C(OC(C)(C)C)=O)[CH2:15][CH2:14]2)=[O:11])[N:3]1[O:26][S:27]([OH:30])(=[O:29])=[O:28].FC(F)(F)C(O)=O, predict the reaction product. The product is: [O:1]=[C:2]1[N:8]2[CH2:9][C@@H:4]([CH2:5][CH2:6][C@H:7]2[C:10]([NH:12][N:13]2[CH2:18][CH2:17][NH:16][CH2:15][CH2:14]2)=[O:11])[N:3]1[O:26][S:27]([OH:30])(=[O:28])=[O:29].